Dataset: B-cell epitopes from IEDB database with 3,159 antigens for binding position prediction. Task: Token-level Classification. Given an antigen amino acid sequence, predict which amino acid positions are active epitope sites capable of antibody binding. Output is a list of indices for active positions. (1) Given the antigen sequence: MLHKKETNDTFVQLNRSPSTGEQKSSGIWSSIKDSFKPALPQDKLTGVDDIPDRELTDIERININAANSNLQRKLKTRHLQMIAIGSSIGTGLFVGTGGALSTGGPAAIVLAWAISAISVFMTMQGLGELAVAFPVSGGFNLYASKFLEPGIGFAVGWNYFLQFFVLLPLELVAGAITIKYWNASINSDVFVIIFWFVVLVITMLGVRWYGEAELVFCTIKVIAVIGFIILGIVLICGGGPNHEFIGGKYWREPGPFANSFKGFASSLITAAFSFGGTEMIALTASESSNVRHALPKAIKQVFWRIVIFYLGSIIMIATLVPYNDKRLLGSSSVDVTASPFTIAIVNGGIKGLPSVINAVILISVLSVGNASVYATSRTLNSLAEQGMAPKWTGYIDRAGRPLFAILITNVFGLFALIAADNEKQVVAFNWLLALSGLSSIFTWMSINLSHIRFRRAMKVQNRSLTELPFVAQSGVWGSYFGLTLNILYLIAQFYIGLFP..., which amino acid positions are active epitope sites? The epitope positions are: [14, 15, 16, 17, 18, 19, 20, 21, 22, 23, 24, 25, 26, 27]. The amino acids at these positions are: NRSPSTGEQKSSGI. (2) Given the antigen sequence: MKKLVPLLLALLLLVAACGTGGKQSSDKSNGKLKVVTTNSILYDMAKNVGGDNVDIHSIVPVGQDPHEYEVKPKDIKKLTDADVILYNGLNLETGNGWFEKALEQAGKSLKDKKVIAVSKDVKPIYLNGEEGNKDKQDPHAWLSLDNGIKYVKTIQQTFIDNDKKHKADYEKQGNKYIAQLEKLNNDSKDKFNDIPKEQRAMITSEGAFKYFSKQYGITPGYIWEINTEKQGTPEQMRQAIEFVKKHKLKHLLVETSVDKKAMESLSEETKKDIFGEVYTDSIGKEGTKGDSYYKMMKSNIDTVHGSMK, which amino acid positions are active epitope sites? The epitope positions are: [112, 113, 114, 115, 116, 117, 118, 119, 120, 121, 122, 123, 124, 125, 126, 127, 128, 129, 130, 131... (24 total positions)]. The amino acids at these positions are: KKVIAVSKDVKPIYLNGEEGNKDK.